This data is from Peptide-MHC class I binding affinity with 185,985 pairs from IEDB/IMGT. The task is: Regression. Given a peptide amino acid sequence and an MHC pseudo amino acid sequence, predict their binding affinity value. This is MHC class I binding data. (1) The peptide sequence is MPVGGQSSF. The MHC is HLA-A11:01 with pseudo-sequence HLA-A11:01. The binding affinity (normalized) is 0.0847. (2) The peptide sequence is KAGQYVTIW. The MHC is HLA-A26:01 with pseudo-sequence HLA-A26:01. The binding affinity (normalized) is 0.